From a dataset of Full USPTO retrosynthesis dataset with 1.9M reactions from patents (1976-2016). Predict the reactants needed to synthesize the given product. (1) Given the product [CH2:1]([N:3]1[C:7]2[CH:8]=[CH:9][C:10]([N:12]=[N+:31]=[N-:32])=[CH:11][C:6]=2[N:5]=[C:4]1[CH2:13][N:14]1[CH:18]=[CH:17][N:16]=[C:15]1[C:19]1[CH:24]=[C:23]([F:25])[CH:22]=[CH:21][C:20]=1[F:26])[CH3:2], predict the reactants needed to synthesize it. The reactants are: [CH2:1]([N:3]1[C:7]2[CH:8]=[CH:9][C:10]([NH2:12])=[CH:11][C:6]=2[N:5]=[C:4]1[CH2:13][N:14]1[CH:18]=[CH:17][N:16]=[C:15]1[C:19]1[CH:24]=[C:23]([F:25])[CH:22]=[CH:21][C:20]=1[F:26])[CH3:2].N([O-])=O.[Na+].[N-:31]=[N+:32]=[N-].[Na+]. (2) Given the product [N+:1]([C:4]1[CH:10]=[CH:9][C:8]([C:11]2[CH:12]=[CH:13][C:14]([C:17]([O:19][CH3:20])=[O:18])=[CH:15][CH:16]=2)=[CH:7][C:5]=1[NH:6][C:29](=[O:30])[C:28]1[CH:32]=[CH:33][C:25]([O:24][CH3:23])=[CH:26][CH:27]=1)([O-:3])=[O:2], predict the reactants needed to synthesize it. The reactants are: [N+:1]([C:4]1[CH:10]=[CH:9][C:8]([C:11]2[CH:16]=[CH:15][C:14]([C:17]([O:19][CH3:20])=[O:18])=[CH:13][CH:12]=2)=[CH:7][C:5]=1[NH2:6])([O-:3])=[O:2].[H-].[Na+].[CH3:23][O:24][C:25]1[CH:33]=[CH:32][C:28]([C:29](Cl)=[O:30])=[CH:27][CH:26]=1.